From a dataset of Forward reaction prediction with 1.9M reactions from USPTO patents (1976-2016). Predict the product of the given reaction. (1) Given the reactants [C:1]([C:3]1[CH:4]=[N:5][C:6]2[C:11]([C:12]=1[NH:13][C:14]1[C:22]3[O:21][CH:20]=[CH:19][C:18]=3[C:17](I)=[CH:16][CH:15]=1)=[CH:10][C:9]([O:24][CH3:25])=[C:8]([O:26][CH3:27])[CH:7]=2)#[N:2].CN(C)[CH:30]=[O:31], predict the reaction product. The product is: [C:1]([C:3]1[CH:4]=[N:5][C:6]2[C:11]([C:12]=1[NH:13][C:14]1[C:22]3[O:21][CH:20]=[CH:19][C:18]=3[C:17]([CH:18]=[CH:19][C:20]([O:31][CH3:30])=[O:21])=[CH:16][CH:15]=1)=[CH:10][C:9]([O:24][CH3:25])=[C:8]([O:26][CH3:27])[CH:7]=2)#[N:2]. (2) The product is: [CH3:10][O:9][C:7]1[CH:8]=[C:3]([O:2][CH3:1])[N:4]=[CH:5][C:6]=1[NH2:11]. Given the reactants [CH3:1][O:2][C:3]1[CH:8]=[C:7]([O:9][CH3:10])[C:6]([N+:11]([O-])=O)=[CH:5][N:4]=1, predict the reaction product. (3) Given the reactants [C:1]([C:3]1[CH:8]=[CH:7][CH:6]=[CH:5][C:4]=1[C:9]1[CH:14]=[CH:13][C:12]([CH3:15])=[CH:11][CH:10]=1)#N.C(O)=[O:17], predict the reaction product. The product is: [CH:1]([C:3]1[CH:8]=[CH:7][CH:6]=[CH:5][C:4]=1[C:9]1[CH:14]=[CH:13][C:12]([CH3:15])=[CH:11][CH:10]=1)=[O:17]. (4) Given the reactants [F:1][C:2]1[CH:3]=[C:4]([C:8]2[N:13]=[CH:12][C:11]([C:14]([NH:16][CH:17]3[CH2:20][N:19](C(OC(C)(C)C)=O)[CH2:18]3)=[O:15])=[CH:10][N:9]=2)[CH:5]=[CH:6][CH:7]=1.Cl, predict the reaction product. The product is: [NH:19]1[CH2:20][CH:17]([NH:16][C:14]([C:11]2[CH:12]=[N:13][C:8]([C:4]3[CH:5]=[CH:6][CH:7]=[C:2]([F:1])[CH:3]=3)=[N:9][CH:10]=2)=[O:15])[CH2:18]1. (5) Given the reactants [CH3:1][CH2:2][CH2:3][CH2:4][CH2:5][CH2:6][O:7][C:8](/[N:10]=[C:11](/[NH2:46])\[C:12]1[CH:17]=[CH:16][C:15]([NH:18][CH2:19][C:20]2[N:24]([CH3:25])[C:23]3[CH:26]=[CH:27][C:28]([C:30]([N:32]([C:40]4[N:45]=[CH:44][CH:43]=[CH:42][CH:41]=4)[CH2:33][CH2:34][C:35]([O:37][CH2:38][CH3:39])=[O:36])=[O:31])=[CH:29][C:22]=3[N:21]=2)=[CH:14][CH:13]=1)=[O:9].CS(O)(=O)=O, predict the reaction product. The product is: [CH3:1][CH2:2][CH2:3][CH2:4][CH2:5][CH2:6][O:7][C:8](/[N:10]=[C:11](\[NH2:46])/[C:12]1[CH:13]=[CH:14][C:15]([NH:18][CH2:19][C:20]2[N:24]([CH3:25])[C:23]3[CH:26]=[CH:27][C:28]([C:30]([N:32]([C:40]4[CH:41]=[CH:42][CH:43]=[CH:44][N:45]=4)[CH2:33][CH2:34][C:35]([O:37][CH2:38][CH3:39])=[O:36])=[O:31])=[CH:29][C:22]=3[N:21]=2)=[CH:16][CH:17]=1)=[O:9]. (6) Given the reactants [C:1]([Cl:4])(=O)C.C(O[C:10]([N:12]1[CH2:17][CH2:16][C:15]([O:21][CH3:22])([C:18]([OH:20])=[O:19])[CH2:14][CH2:13]1)=O)(C)(C)C.C(=O)([O-])[O-].[Na+].[Na+].ClC1[N:35]=[CH:34][C:33]([B:36]([OH:38])[OH:37])=[CH:32][N:31]=1, predict the reaction product. The product is: [ClH:4].[CH3:22][O:21][C:15]1([C:18]([O:20][CH3:1])=[O:19])[CH2:14][CH2:13][N:12]([C:10]2[N:35]=[CH:34][C:33]([B:36]([OH:38])[OH:37])=[CH:32][N:31]=2)[CH2:17][CH2:16]1. (7) Given the reactants [Br:1][C:2]1[CH:7]=[CH:6][C:5]([C:8]2[O:9][C:10]([CH3:16])=[C:11]([CH2:13][C:14]#N)[N:12]=2)=[CH:4][CH:3]=1.COCCO.[OH-:22].[K+].C(Cl)(Cl)Cl.[OH2:28], predict the reaction product. The product is: [Br:1][C:2]1[CH:7]=[CH:6][C:5]([C:8]2[O:9][C:10]([CH3:16])=[C:11]([CH2:13][C:14]([OH:28])=[O:22])[N:12]=2)=[CH:4][CH:3]=1.